Dataset: TCR-epitope binding with 47,182 pairs between 192 epitopes and 23,139 TCRs. Task: Binary Classification. Given a T-cell receptor sequence (or CDR3 region) and an epitope sequence, predict whether binding occurs between them. (1) The epitope is DPFRLLQNSQVFS. The TCR CDR3 sequence is CAGGWGDEQFF. Result: 0 (the TCR does not bind to the epitope). (2) The epitope is DPFRLLQNSQVFS. The TCR CDR3 sequence is CASSSPSGGAPYNEQFF. Result: 1 (the TCR binds to the epitope). (3) The epitope is ARMILMTHF. The TCR CDR3 sequence is CASSPLAGREQYF. Result: 0 (the TCR does not bind to the epitope).